From a dataset of Forward reaction prediction with 1.9M reactions from USPTO patents (1976-2016). Predict the product of the given reaction. Given the reactants [Na].[C:2]([C:5]1[N:6]([NH:10][C:11]([C:13]2[CH:21]=[CH:20][C:16]([C:17]([O-:19])=[O:18])=[CH:15][CH:14]=2)=O)[CH:7]=[CH:8][CH:9]=1)(=[O:4])[NH2:3].[CH3:22]O, predict the reaction product. The product is: [CH3:22][O:19][C:17](=[O:18])[C:16]1[CH:20]=[CH:21][C:13]([C:11]2[NH:3][C:2](=[O:4])[C:5]3=[CH:9][CH:8]=[CH:7][N:6]3[N:10]=2)=[CH:14][CH:15]=1.